Dataset: Catalyst prediction with 721,799 reactions and 888 catalyst types from USPTO. Task: Predict which catalyst facilitates the given reaction. Reactant: [Br:1][C:2]1[CH:3]=[C:4]2[C:9](=[C:10]([O:12]C)[CH:11]=1)[N:8]=[C:7]([Cl:14])[N:6]=[C:5]2[N:15]1[CH2:20][CH2:19][O:18][CH2:17][CH2:16]1.C(=O)(O)[O-].[Na+]. Product: [Br:1][C:2]1[CH:3]=[C:4]2[C:9](=[C:10]([OH:12])[CH:11]=1)[N:8]=[C:7]([Cl:14])[N:6]=[C:5]2[N:15]1[CH2:16][CH2:17][O:18][CH2:19][CH2:20]1. The catalyst class is: 4.